From a dataset of Forward reaction prediction with 1.9M reactions from USPTO patents (1976-2016). Predict the product of the given reaction. Given the reactants Cl[C:2]1[CH:3]=[CH:4][C:5]([O:19][CH2:20][C:21]2[CH:26]=[CH:25][CH:24]=[CH:23][CH:22]=2)=[C:6]([CH2:8][C:9]2[S:10][CH:11]=[C:12]([C:14]([O:16][CH2:17][CH3:18])=[O:15])[N:13]=2)[CH:7]=1.C1(COC2C=CC([C:41]([F:44])([F:43])[F:42])=CC=2CC(=S)N)C=CC=CC=1, predict the reaction product. The product is: [C:21]1([CH2:20][O:19][C:5]2[CH:4]=[CH:3][C:2]([C:41]([F:44])([F:43])[F:42])=[CH:7][C:6]=2[CH2:8][C:9]2[S:10][CH:11]=[C:12]([C:14]([O:16][CH2:17][CH3:18])=[O:15])[N:13]=2)[CH:26]=[CH:25][CH:24]=[CH:23][CH:22]=1.